Dataset: HIV replication inhibition screening data with 41,000+ compounds from the AIDS Antiviral Screen. Task: Binary Classification. Given a drug SMILES string, predict its activity (active/inactive) in a high-throughput screening assay against a specified biological target. (1) The molecule is CC(C)[Si](OC1=C(C(=O)N(C)c2ccccc2Cl)CCCC1)(C(C)C)C(C)C. The result is 0 (inactive). (2) The compound is Clc1cccc(-c2nc3cccc4c3n2Cc2ncccc2-4)c1. The result is 0 (inactive). (3) The drug is N#Cc1ccc(Nc2cnc3ccc(N)cc3n2)cc1. The result is 0 (inactive). (4) The molecule is COc1ccc2ccccc2c1CN1CCOCCOCCN(Cc2c(OC)ccc3ccccc23)CCOCCOCC1. The result is 0 (inactive). (5) The drug is N#CC1=C(O)NC(O)=C(C#N)C1c1ccc(Cl)cc1Cl. The result is 0 (inactive). (6) The molecule is O=Cc1ccc2c(c1)CC1(C2)Cc2ccc(C=O)cc2C1. The result is 0 (inactive).